This data is from Forward reaction prediction with 1.9M reactions from USPTO patents (1976-2016). The task is: Predict the product of the given reaction. (1) The product is: [NH:1]([C:25]([O:27][C:28]([CH3:29])([CH3:30])[CH3:31])=[O:26])[C@H:2]([C:15]([NH:32][C@H:33]([C:35]([O:37][C:38]([CH3:41])([CH3:40])[CH3:39])=[O:36])[CH3:34])=[O:17])[CH2:3][CH2:4][C:5](=[O:14])[OH:6]. Given the reactants [NH:1]([C:25]([O:27][C:28]([CH3:31])([CH3:30])[CH3:29])=[O:26])[C@H:2]([C:15]([O:17]N1C(=O)CCC1=O)=O)[CH2:3][CH2:4][C:5](=[O:14])[O:6]CC1C=CC=CC=1.[NH2:32][C@H:33]([C:35]([O:37][C:38]([CH3:41])([CH3:40])[CH3:39])=[O:36])[CH3:34].Cl.C(N(CC)CC)C, predict the reaction product. (2) Given the reactants [C:1]([C:3]1[CH:8]=[CH:7][N:6]=[CH:5][C:4]=1[CH3:9])#[N:2].CO[CH:12](OC)[N:13]([CH3:15])[CH3:14], predict the reaction product. The product is: [CH3:12][N:13]([CH3:15])/[CH:14]=[CH:9]/[C:4]1[CH:5]=[N:6][CH:7]=[CH:8][C:3]=1[C:1]#[N:2]. (3) Given the reactants C([O:8][C:9]1[CH:14]=[CH:13][N:12]2[C:15]([CH2:18][CH:19]3[CH2:21][CH2:20]3)=[N:16][N:17]=[C:11]2[C:10]=1[C:22]([F:25])([F:24])[F:23])C1C=CC=CC=1, predict the reaction product. The product is: [CH:19]1([CH2:18][C:15]2[N:12]3[CH:13]=[CH:14][C:9]([OH:8])=[C:10]([C:22]([F:25])([F:24])[F:23])[C:11]3=[N:17][N:16]=2)[CH2:21][CH2:20]1. (4) Given the reactants C(OC(=O)[NH:7][C:8]1([C:14](=[O:37])[NH:15][C@H:16]([C:35]#[N:36])[CH2:17][C:18]2[CH:23]=[CH:22][C:21]([C:24]3[CH:29]=[CH:28][C:27]([S:30]([CH2:33][CH3:34])(=[O:32])=[O:31])=[CH:26][CH:25]=3)=[CH:20][CH:19]=2)[CH2:13][CH2:12][O:11][CH2:10][CH2:9]1)(C)(C)C, predict the reaction product. The product is: [NH2:7][C:8]1([C:14]([NH:15][C@H:16]([C:35]#[N:36])[CH2:17][C:18]2[CH:19]=[CH:20][C:21]([C:24]3[CH:29]=[CH:28][C:27]([S:30]([CH2:33][CH3:34])(=[O:32])=[O:31])=[CH:26][CH:25]=3)=[CH:22][CH:23]=2)=[O:37])[CH2:9][CH2:10][O:11][CH2:12][CH2:13]1. (5) Given the reactants [F:1][C:2]1[CH:7]=[CH:6][CH:5]=[CH:4][C:3]=1[C:8]1[NH:9][CH:10]=[C:11]([CH:13]=[O:14])[N:12]=1.[H-].[Na+].C1OCCOCCOCCOCCOC1.[CH3:32][C:33]1[S:37][C:36]([S:38](Cl)(=[O:40])=[O:39])=[CH:35][CH:34]=1, predict the reaction product. The product is: [F:1][C:2]1[CH:7]=[CH:6][CH:5]=[CH:4][C:3]=1[C:8]1[N:9]([S:38]([C:36]2[S:37][C:33]([CH3:32])=[CH:34][CH:35]=2)(=[O:40])=[O:39])[CH:10]=[C:11]([CH:13]=[O:14])[N:12]=1.